From a dataset of Forward reaction prediction with 1.9M reactions from USPTO patents (1976-2016). Predict the product of the given reaction. Given the reactants [O:1]([CH2:8][C@@H:9]1[CH2:13][CH2:12][CH2:11][N:10]1[S:14]([C:17]1[CH:18]=[C:19]2[C:23](=[CH:24][CH:25]=1)[NH:22][C:21](=O)[C:20]12[O:31]CCCO1)(=[O:16])=[O:15])[C:2]1[CH:7]=[CH:6][CH:5]=[CH:4][CH:3]=1.Cl[CH2:33][C:34]1([C:39]#[N:40])[CH2:38][CH2:37][CH2:36][CH2:35]1, predict the reaction product. The product is: [O:1]([CH2:8][C@@H:9]1[CH2:13][CH2:12][CH2:11][N:10]1[S:14]([C:17]1[CH:25]=[CH:24][C:23]2[N:22]3[CH2:33][C:34]4([CH2:38][CH2:37][CH2:36][CH2:35]4)[CH2:39][N:40]=[C:21]3[C:20](=[O:31])[C:19]=2[CH:18]=1)(=[O:16])=[O:15])[C:2]1[CH:7]=[CH:6][CH:5]=[CH:4][CH:3]=1.